The task is: Predict the product of the given reaction.. This data is from Forward reaction prediction with 1.9M reactions from USPTO patents (1976-2016). (1) Given the reactants C(N(CC)CC)C.C([Mg]Cl)(C)C.Br[C:14]1[C:15]([O:22][CH3:23])=[N:16][CH:17]=[C:18]([Cl:21])[C:19]=1[CH3:20].ClC1C(C)=C([Mg]Cl)C(OC)=NC=1.[CH3:36][O:37][C:38]1[C:45]([O:46][CH3:47])=[C:44]([O:48][CH3:49])[CH:43]=[C:42]([CH3:50])[C:39]=1[CH:40]=[O:41], predict the reaction product. The product is: [CH3:36][O:37][C:38]1[C:45]([O:46][CH3:47])=[C:44]([O:48][CH3:49])[CH:43]=[C:42]([CH3:50])[C:39]=1[CH:40]([C:14]1[C:15]([O:22][CH3:23])=[N:16][CH:17]=[C:18]([Cl:21])[C:19]=1[CH3:20])[OH:41]. (2) Given the reactants [N:1](=[CH:22]/[C:23]1[C:28]([OH:29])=[CH:27][C:26]([O:30][CH2:31][CH2:32][CH2:33][CH2:34][N:35]2[CH2:40][CH2:39][O:38][CH2:37][CH2:36]2)=[CH:25][CH:24]=1)\[N:2]=[CH:3]\[C:4]1[C:9]([OH:10])=[CH:8][C:7]([O:11][CH2:12][CH2:13][CH2:14][CH2:15][N:16]2[CH2:21][CH2:20][O:19][CH2:18][CH2:17]2)=[CH:6][CH:5]=1.[C:41]([O-:44])([O-])=O.[Cs+].[Cs+].[C:47](OC(=O)C)(=[O:49])[CH3:48].[CH3:54]N(C=O)C, predict the reaction product. The product is: [C:47]([O:29][C:28]1[C:23](/[CH:22]=[N:1]/[N:2]=[CH:3]/[C:4]2[C:9]([O:10][C:41](=[O:44])[CH3:54])=[CH:8][C:7]([O:11][CH2:12][CH2:13][CH2:14][CH2:15][N:16]3[CH2:21][CH2:20][O:19][CH2:18][CH2:17]3)=[CH:6][CH:5]=2)=[CH:24][CH:25]=[C:26]([O:30][CH2:31][CH2:32][CH2:33][CH2:34][N:35]2[CH2:40][CH2:39][O:38][CH2:37][CH2:36]2)[CH:27]=1)(=[O:49])[CH3:48]. (3) Given the reactants C(OC(=O)[NH:10][CH:11]1[CH2:16][C:15]([F:18])([F:17])[CH2:14][CH:13]([NH:19]C(=O)OCC2C=CC=CC=2)[CH2:12]1)C1C=CC=CC=1, predict the reaction product. The product is: [F:17][C:15]1([F:18])[CH2:16][CH:11]([NH2:10])[CH2:12][CH:13]([NH2:19])[CH2:14]1.